Dataset: Reaction yield outcomes from USPTO patents with 853,638 reactions. Task: Predict the reaction yield, written as a fraction of the theoretical maximum amount of product (1.0 means a 100% yield; for example, 0.34 means a 34% yield). The reactants are [NH2:1][CH2:2][CH2:3][CH2:4][S:5]([OH:8])(=[O:7])=[O:6].C([O-])(=O)C.[K+:13].[C:14]1(=O)[O:19][C:17](=[O:18])[C:16]2=[CH:20][CH:21]=[CH:22][CH:23]=[C:15]12. The catalyst is C(O)(=O)C. The product is [O:18]=[C:17]1[C:16]2[C:15](=[CH:23][CH:22]=[CH:21][CH:20]=2)[C:14](=[O:19])[N:1]1[CH2:2][CH2:3][CH2:4][S:5]([O-:8])(=[O:7])=[O:6].[K+:13]. The yield is 1.00.